The task is: Predict the reactants needed to synthesize the given product.. This data is from Full USPTO retrosynthesis dataset with 1.9M reactions from patents (1976-2016). (1) Given the product [O:37]=[C:32]1[CH:33]2[CH2:36][CH:29]([CH2:35][CH2:34]2)[C:30]([O:8][C:7](=[O:9])[C:6]2[CH:10]=[CH:11][C:3]([CH:2]([F:1])[F:17])=[N:4][C:5]=2[CH2:12][CH2:13][CH2:14][O:15][CH3:16])=[CH:31]1, predict the reactants needed to synthesize it. The reactants are: [F:1][CH:2]([F:17])[C:3]1[CH:11]=[CH:10][C:6]([C:7]([OH:9])=[O:8])=[C:5]([CH2:12][CH2:13][CH2:14][O:15][CH3:16])[N:4]=1.CN(C)C=O.C(Cl)(=O)C(Cl)=O.[CH:29]12[CH2:36][CH:33]([CH2:34][CH2:35]1)[C:32](=[O:37])[CH2:31][C:30]2=O. (2) Given the product [Cl:30][C:24]1[CH:23]=[C:22]2[C:27]([N:28]=[CH:29][C:20]([NH:1][C:2]3[S:6][N:5]=[C:4]([CH3:7])[C:3]=3[C:8]([NH:10][C:11]3[CH:16]=[CH:15][CH:14]=[CH:13][C:12]=3[CH2:17][CH3:18])=[O:9])=[N:21]2)=[CH:26][CH:25]=1, predict the reactants needed to synthesize it. The reactants are: [NH2:1][C:2]1[S:6][N:5]=[C:4]([CH3:7])[C:3]=1[C:8]([NH:10][C:11]1[CH:16]=[CH:15][CH:14]=[CH:13][C:12]=1[CH2:17][CH3:18])=[O:9].Cl[C:20]1[CH:29]=[N:28][C:27]2[C:22](=[CH:23][C:24]([Cl:30])=[CH:25][CH:26]=2)[N:21]=1.C(=O)([O-])[O-].[Cs+].[Cs+].CC1(C)C2C(=C(P(C3C=CC=CC=3)C3C=CC=CC=3)C=CC=2)OC2C(P(C3C=CC=CC=3)C3C=CC=CC=3)=CC=CC1=2. (3) Given the product [Cl:17][C:11]1[CH:12]=[C:13]([Cl:16])[CH:14]=[CH:15][C:10]=1[C:8]1[N:7]=[C:6](/[CH:18]=[CH:19]/[C:20]2[CH:25]=[CH:24][C:23]([C:26]3[CH:27]=[CH:28][C:29]([OH:32])=[CH:30][CH:31]=3)=[CH:22][CH:21]=2)[N:5]([CH2:4][C:3]([NH:40][CH2:39][C:38]2[CH:41]=[CH:42][C:35]([F:34])=[CH:36][CH:37]=2)=[O:2])[CH:9]=1, predict the reactants needed to synthesize it. The reactants are: C[O:2][C:3](=O)[CH2:4][N:5]1[CH:9]=[C:8]([C:10]2[CH:15]=[CH:14][C:13]([Cl:16])=[CH:12][C:11]=2[Cl:17])[N:7]=[C:6]1/[CH:18]=[CH:19]/[C:20]1[CH:25]=[CH:24][C:23]([C:26]2[CH:31]=[CH:30][C:29]([OH:32])=[CH:28][CH:27]=2)=[CH:22][CH:21]=1.[F:34][C:35]1[CH:42]=[CH:41][C:38]([CH2:39][NH2:40])=[CH:37][CH:36]=1. (4) Given the product [C:1]([O:5][C:6]([NH:8][C@@:9]([C:10]([O:12][CH2:13][CH3:14])=[O:11])([C:21]([OH:23])=[O:22])[CH2:15][C:16]([O:18][CH2:19][CH3:20])=[O:17])=[O:7])([CH3:4])([CH3:2])[CH3:3], predict the reactants needed to synthesize it. The reactants are: [C:1]([O:5][C:6]([NH:8][C:9]([C:21]([O:23]CC)=[O:22])([CH2:15][C:16]([O:18][CH2:19][CH3:20])=[O:17])[C:10]([O:12][CH2:13][CH3:14])=[O:11])=[O:7])([CH3:4])([CH3:3])[CH3:2]. (5) Given the product [ClH:14].[ClH:16].[CH2:18]([N:27]1[CH2:32][CH2:31][N:30]([CH2:13][C:12]([NH:11][CH2:10][C:5]2[CH:6]=[CH:7][C:8]3[O:9][CH2:1][O:2][C:3]=3[CH:4]=2)=[O:15])[CH2:29][CH2:28]1)[C:19]([C:21]1[CH:22]=[CH:23][CH:24]=[CH:25][CH:26]=1)=[O:20], predict the reactants needed to synthesize it. The reactants are: [CH2:1]1[O:9][C:8]2[CH:7]=[CH:6][C:5]([CH2:10][NH:11][C:12](=[O:15])[CH2:13][Cl:14])=[CH:4][C:3]=2[O:2]1.[ClH:16].Cl.[CH2:18]([N:27]1[CH2:32][CH2:31][NH:30][CH2:29][CH2:28]1)[C:19]([C:21]1[CH:26]=[CH:25][CH:24]=[CH:23][CH:22]=1)=[O:20].C([O-])([O-])=O.[K+].[K+]. (6) Given the product [NH2:1][C@H:2]([C:7]([OH:9])=[O:8])[CH2:3][CH2:4][CH2:5][NH2:6].[NH2:10][C@H:11]([C:17]([OH:19])=[O:18])[CH2:12][CH2:13][C:14](=[O:16])[NH2:15].[O:20]=[CH:21][C@@H:22]([C@H:24]([C@@H:26]([C@@H:28]([CH2:30][OH:31])[OH:29])[OH:27])[OH:25])[OH:23], predict the reactants needed to synthesize it. The reactants are: [NH2:1][C@H:2]([C:7]([OH:9])=[O:8])[CH2:3][CH2:4][CH2:5][NH2:6].[NH2:10][C@H:11]([C:17]([OH:19])=[O:18])[CH2:12][CH2:13][C:14](=[O:16])[NH2:15].[O:20]=[CH:21][C@@H:22]([C@H:24]([C@@H:26]([C@@H:28]([CH2:30][OH:31])[OH:29])[OH:27])[OH:25])[OH:23]. (7) Given the product [C:17]([O:29][C:28](=[O:30])[NH:27][CH2:26][CH2:25][CH2:24][N:11]([CH:9]([C:5]1[CH:6]=[CH:7][CH:8]=[C:3]([O:2][CH3:1])[CH:4]=1)[CH3:10])[CH3:12])([CH3:22])([CH3:18])[CH3:16], predict the reactants needed to synthesize it. The reactants are: [CH3:1][O:2][C:3]1[CH:4]=[C:5]([CH:9]([NH:11][CH3:12])[CH3:10])[CH:6]=[CH:7][CH:8]=1.C1[C:22]2[C:17](=[CH:18]C=CC=2)[CH:16]=CN=1.Cl[CH2:24][CH2:25][CH2:26][NH:27][C:28](=[O:30])[OH:29].C([O-])([O-])=O.[K+].[K+].